This data is from Full USPTO retrosynthesis dataset with 1.9M reactions from patents (1976-2016). The task is: Predict the reactants needed to synthesize the given product. (1) Given the product [CH3:1][N:2]1[C:6]([N:7]2[C:11]3=[N:12][CH:13]=[CH:14][CH:15]=[C:10]3[CH:9]=[CH:8]2)=[C:5](/[CH:16]=[CH:17]/[C:18]([NH:57][S:54]([C:51]2[CH:52]=[CH:53][C:48]([CH3:47])=[CH:49][CH:50]=2)(=[O:55])=[O:56])=[O:20])[C:4]([CH3:21])=[N:3]1, predict the reactants needed to synthesize it. The reactants are: [CH3:1][N:2]1[C:6]([N:7]2[C:11]3=[N:12][CH:13]=[CH:14][CH:15]=[C:10]3[CH:9]=[CH:8]2)=[C:5](/[CH:16]=[CH:17]/[C:18]([OH:20])=O)[C:4]([CH3:21])=[N:3]1.CC1C=CC=C([N+]([O-])=O)C=1C(OC(=O)C1C([N+]([O-])=O)=CC=CC=1C)=O.[CH3:47][C:48]1[CH:53]=[CH:52][C:51]([S:54]([NH2:57])(=[O:56])=[O:55])=[CH:50][CH:49]=1.C(N(CC)CC)C. (2) Given the product [Cl:13][C:14]1[CH:20]=[CH:19][C:18]([S:21]([C:24]([F:27])([F:26])[F:25])(=[O:23])=[O:22])=[CH:17][C:15]=1[I:12], predict the reactants needed to synthesize it. The reactants are: FC1C=CC(S(C)(=O)=O)=CC=1[I:12].[Cl:13][C:14]1[CH:20]=[CH:19][C:18]([S:21]([C:24]([F:27])([F:26])[F:25])(=[O:23])=[O:22])=[CH:17][C:15]=1N. (3) Given the product [O:14]1[C:13]2[CH:17]=[CH:18][C:10]([C@@H:6]3[CH2:5][C@H:4]([NH:1][C:32]([C:29]4([C:27]5[CH:26]=[CH:25][C:23]6[O:24][C:20]([F:35])([F:19])[O:21][C:22]=6[CH:28]=5)[CH2:31][CH2:30]4)=[O:33])[CH2:9][CH2:8][O:7]3)=[CH:11][C:12]=2[O:16][CH2:15]1, predict the reactants needed to synthesize it. The reactants are: [N:1]([CH:4]1[CH2:9][CH2:8][O:7][CH:6]([C:10]2[CH:18]=[CH:17][C:13]3[O:14][CH2:15][O:16][C:12]=3[CH:11]=2)[CH2:5]1)=[N+]=[N-].[F:19][C:20]1([F:35])[O:24][C:23]2[CH:25]=[CH:26][C:27]([C:29]3([C:32](O)=[O:33])[CH2:31][CH2:30]3)=[CH:28][C:22]=2[O:21]1.C(Cl)(=O)C(Cl)=O.O1C2C=CC(C3CC(N)CCO3)=CC=2OC1.C(N(CC)CC)C. (4) Given the product [CH3:26][O:25][C:23](=[O:24])[C:22]1[CH:27]=[CH:28][C:19](/[CH:17]=[CH:8]/[C:6]([O:5][C:2]([CH3:1])([CH3:3])[CH3:4])=[O:7])=[CH:20][CH:21]=1, predict the reactants needed to synthesize it. The reactants are: [CH3:1][C:2]([O:5][C:6]([CH2:8]P(OC)(OC)=O)=[O:7])([CH3:4])[CH3:3].[H-].[Na+].[CH:17]([C:19]1[CH:28]=[CH:27][C:22]([C:23]([O:25][CH3:26])=[O:24])=[CH:21][CH:20]=1)=O. (5) Given the product [NH2:30][CH:31]([C:35]1[CH:40]=[CH:39][CH:38]=[CH:37][CH:36]=1)[C:32]([N:10]([C:8]1[CH:7]=[CH:6][C:5]2[O:1][CH2:2][O:3][C:4]=2[CH:9]=1)[CH2:11][CH2:12][C:13]1[CH:18]=[CH:17][C:16]([C:19]([F:20])([F:21])[F:22])=[CH:15][CH:14]=1)=[O:33], predict the reactants needed to synthesize it. The reactants are: [O:1]1[C:5]2[CH:6]=[CH:7][C:8]([NH:10][CH2:11][CH2:12][C:13]3[CH:18]=[CH:17][C:16]([C:19]([F:22])([F:21])[F:20])=[CH:15][CH:14]=3)=[CH:9][C:4]=2[O:3][CH2:2]1.C(OC([NH:30][CH:31]([C:35]1[CH:40]=[CH:39][CH:38]=[CH:37][CH:36]=1)[C:32](O)=[O:33])=O)(C)(C)C. (6) The reactants are: [NH2:1][C:2]([NH2:4])=[O:3].[CH2:5]=[O:6]. Given the product [NH2:1][C:2]([NH2:4])=[O:3].[CH2:5]=[O:6].[NH2:1][C:2]([NH2:4])=[O:3], predict the reactants needed to synthesize it.